This data is from Full USPTO retrosynthesis dataset with 1.9M reactions from patents (1976-2016). The task is: Predict the reactants needed to synthesize the given product. (1) The reactants are: [CH:1]1([N:4]([CH2:12][C:13]2[CH:18]=[C:17]([CH:19]=[O:20])[CH:16]=[C:15]([Cl:21])[C:14]=2[Cl:22])[C:5](=[O:11])[O:6][C:7]([CH3:10])([CH3:9])[CH3:8])[CH2:3][CH2:2]1.[BH4-].[Na+]. Given the product [CH:1]1([N:4]([CH2:12][C:13]2[CH:18]=[C:17]([CH2:19][OH:20])[CH:16]=[C:15]([Cl:21])[C:14]=2[Cl:22])[C:5](=[O:11])[O:6][C:7]([CH3:9])([CH3:10])[CH3:8])[CH2:3][CH2:2]1, predict the reactants needed to synthesize it. (2) Given the product [N:6]1([S:1]([Cl:5])(=[O:3])=[O:2])[CH2:11][CH2:10][CH2:9][CH2:8][CH2:7]1, predict the reactants needed to synthesize it. The reactants are: [S:1]([Cl:5])(Cl)(=[O:3])=[O:2].[NH:6]1[CH2:11][CH2:10][CH2:9][CH2:8][CH2:7]1.